From a dataset of Forward reaction prediction with 1.9M reactions from USPTO patents (1976-2016). Predict the product of the given reaction. Given the reactants [N:1]1([CH2:6][CH2:7][N:8]2[C:16]3[C:11](=[C:12]([NH2:17])[CH:13]=[CH:14][CH:15]=3)[CH:10]=[N:9]2)[CH2:5][CH2:4][CH2:3][CH2:2]1.[O:18]([C:25]1[CH:26]=[C:27]([CH2:31][C:32](O)=[O:33])[CH:28]=[CH:29][CH:30]=1)[C:19]1[CH:24]=[CH:23][CH:22]=[CH:21][CH:20]=1, predict the reaction product. The product is: [O:18]([C:25]1[CH:26]=[C:27]([CH2:31][C:32]([NH:17][C:12]2[CH:13]=[CH:14][CH:15]=[C:16]3[C:11]=2[CH:10]=[N:9][N:8]3[CH2:7][CH2:6][N:1]2[CH2:5][CH2:4][CH2:3][CH2:2]2)=[O:33])[CH:28]=[CH:29][CH:30]=1)[C:19]1[CH:20]=[CH:21][CH:22]=[CH:23][CH:24]=1.